The task is: Predict the reaction yield, written as a fraction of the theoretical maximum amount of product (1.0 means a 100% yield; for example, 0.34 means a 34% yield).. This data is from Reaction yield outcomes from USPTO patents with 853,638 reactions. (1) The reactants are [C:1]1([OH:7])[CH:6]=[CH:5][CH:4]=[CH:3][CH:2]=1.C([N:10]([CH2:13]C)CC)C.[C:15]([O:19][C:20]([N:22]1[CH2:27][CH2:26][CH:25]([O:28][C:29]2C=[CH:33][C:32](Br)=[CH:31][N:30]=2)[CH2:24][CH2:23]1)=[O:21])([CH3:18])([CH3:17])[CH3:16].[C]=O.C(=O)(O)[O-:39].[Na+]. The catalyst is C([O-])(=O)C.[Pd+2].C([O-])(=O)C.C1(P([C-]2C=CC=C2)C2C=CC=CC=2)C=CC=CC=1.[C-]1(P(C2C=CC=CC=2)C2C=CC=CC=2)C=CC=C1.[Fe+2].C1(C)C=CC=CC=1. The product is [C:15]([O:19][C:20]([N:22]1[CH2:23][CH2:24][CH:25]([O:28][C:29]2[N:30]=[CH:31][C:32]([C:33]([O:7][C:1]3[CH:6]=[CH:5][CH:4]=[CH:3][CH:2]=3)=[O:39])=[CH:13][N:10]=2)[CH2:26][CH2:27]1)=[O:21])([CH3:16])([CH3:17])[CH3:18]. The yield is 0.960. (2) The reactants are [NH2:1][C:2]1[N:6]([C:7]2[CH:12]=[CH:11][C:10]([CH2:13][OH:14])=[CH:9][CH:8]=2)[N:5]=[C:4]([C:15]([CH3:18])([CH3:17])[CH3:16])[CH:3]=1.[OH-].[Na+].Cl[C:22]([O:24][CH2:25][C:26]([Cl:29])([Cl:28])[Cl:27])=[O:23]. The catalyst is CCOC(C)=O. The product is [Cl:27][C:26]([Cl:29])([Cl:28])[CH2:25][O:24][C:22](=[O:23])[NH:1][C:2]1[N:6]([C:7]2[CH:12]=[CH:11][C:10]([CH2:13][OH:14])=[CH:9][CH:8]=2)[N:5]=[C:4]([C:15]([CH3:18])([CH3:17])[CH3:16])[CH:3]=1. The yield is 0.740. (3) The reactants are [F:1][C:2]([F:29])([F:28])[C:3]1[CH:4]=[C:5]([C@H:13]2[C@H:22]([C:23]([OH:25])=O)[C:21]3[C:16](=[CH:17][CH:18]=[CH:19][CH:20]=3)[C:15](=[O:26])[N:14]2[CH3:27])[CH:6]=[C:7]([C:9]([F:12])([F:11])[F:10])[CH:8]=1.CN(C(ON1N=NC2C=CC=NC1=2)=[N+](C)C)C.F[P-](F)(F)(F)(F)F.[NH2:54][C:55]1[N:56]=[N:57][C:58]([CH3:62])=[C:59]([CH3:61])[N:60]=1.C(N(CC)C(C)C)(C)C. The catalyst is CN(C)C=O. The product is [F:12][C:9]([F:11])([F:10])[C:7]1[CH:6]=[C:5]([C@H:13]2[C@H:22]([C:23]([NH:54][C:55]3[N:56]=[N:57][C:58]([CH3:62])=[C:59]([CH3:61])[N:60]=3)=[O:25])[C:21]3[C:16](=[CH:17][CH:18]=[CH:19][CH:20]=3)[C:15](=[O:26])[N:14]2[CH3:27])[CH:4]=[C:3]([C:2]([F:1])([F:29])[F:28])[CH:8]=1. The yield is 0.255. (4) The reactants are [CH3:1][C:2]1[S:6][CH:5]=[N:4][C:3]=1[C:7]([OH:9])=O.O1CCCC1.C(Cl)(=O)C(Cl)=O.[NH2:21][C:22]1[CH:23]=[C:24]([CH:41]=[CH:42][C:43]=1[F:44])[O:25][C:26]1[CH:27]=[CH:28][C:29]2[N:30]([CH:32]=[C:33]([NH:35][C:36]([CH:38]3[CH2:40][CH2:39]3)=[O:37])[N:34]=2)[N:31]=1. The catalyst is CN(C)C=O.CN1CCCC1=O. The product is [CH:38]1([C:36]([NH:35][C:33]2[N:34]=[C:29]3[CH:28]=[CH:27][C:26]([O:25][C:24]4[CH:41]=[CH:42][C:43]([F:44])=[C:22]([NH:21][C:7]([C:3]5[N:4]=[CH:5][S:6][C:2]=5[CH3:1])=[O:9])[CH:23]=4)=[N:31][N:30]3[CH:32]=2)=[O:37])[CH2:39][CH2:40]1. The yield is 0.470. (5) The reactants are [Br:1][C:2]1[S:6][C:5]([C:7]([OH:9])=O)=[CH:4][CH:3]=1.[NH2:10][C:11]1[CH:12]=[C:13]([CH:18]=[CH:19][C:20]=1[CH3:21])[C:14]([O:16][CH3:17])=[O:15]. No catalyst specified. The product is [Br:1][C:2]1[S:6][C:5]([C:7]([NH:10][C:11]2[CH:12]=[C:13]([CH:18]=[CH:19][C:20]=2[CH3:21])[C:14]([O:16][CH3:17])=[O:15])=[O:9])=[CH:4][CH:3]=1. The yield is 0.880. (6) The reactants are [Cl:1][C:2]1[CH:7]=[CH:6][C:5]([SH:8])=[CH:4][CH:3]=1.C([O-])([O-])=O.[K+].[K+].Br[CH2:16][CH:17]([O:21][CH2:22][CH3:23])[O:18][CH2:19][CH3:20]. The catalyst is CN(C=O)C.CCOC(C)=O. The yield is 0.550. The product is [Cl:1][C:2]1[CH:7]=[CH:6][C:5]([S:8][CH2:16][CH:17]([O:21][CH2:22][CH3:23])[O:18][CH2:19][CH3:20])=[CH:4][CH:3]=1. (7) The reactants are Br[C:2]1([CH2:15][N:16]2[CH:24]=[C:22]([CH3:23])[C:20](=[O:21])[NH:19][C:17]2=[O:18])[CH2:4][C:3]1([CH2:10][O:11]C(=O)C)[CH2:5][O:6]C(=O)C.C(=O)([O-])[O-].[K+].[K+].CO.O. The catalyst is CN(C)C=O. The product is [OH:6][CH2:5][C:3]1([CH2:10][OH:11])[CH2:4]/[C:2]/1=[CH:15]/[N:16]1[CH:24]=[C:22]([CH3:23])[C:20](=[O:21])[NH:19][C:17]1=[O:18].[OH:6][CH2:5][C:3]1([CH2:10][OH:11])[CH2:4]/[C:2]/1=[CH:15]\[N:16]1[CH:24]=[C:22]([CH3:23])[C:20](=[O:21])[NH:19][C:17]1=[O:18]. The yield is 0.380. (8) The reactants are [OH-].[Na+].[S:3](Cl)([C:6]1[CH:12]=[CH:11][C:9]([CH3:10])=[CH:8][CH:7]=1)(=[O:5])=[O:4].[Br:14][C:15]1[CH:23]=[C:22]2[C:18]([C:19]3[CH2:27][CH2:26][N:25]([C:28]([O:30][C:31]([CH3:34])([CH3:33])[CH3:32])=[O:29])[CH2:24][C:20]=3[NH:21]2)=[CH:17][CH:16]=1.CCOC(C)=O. The catalyst is O.C1(C)C=CC=CC=1. The product is [Br:14][C:15]1[CH:23]=[C:22]2[C:18]([C:19]3[CH2:27][CH2:26][N:25]([C:28]([O:30][C:31]([CH3:34])([CH3:33])[CH3:32])=[O:29])[CH2:24][C:20]=3[N:21]2[S:3]([C:6]2[CH:12]=[CH:11][C:9]([CH3:10])=[CH:8][CH:7]=2)(=[O:5])=[O:4])=[CH:17][CH:16]=1. The yield is 0.900. (9) The reactants are F[C:2]1[CH:9]=[CH:8][CH:7]=[CH:6][C:3]=1[C:4]#[N:5].[CH3:10][S:11][C:12]1[CH:17]=[CH:16][C:15]([OH:18])=[CH:14][CH:13]=1.C([O-])([O-])=O.[K+].[K+]. The catalyst is CN(C=O)C. The product is [CH3:10][S:11][C:12]1[CH:17]=[CH:16][C:15]([O:18][C:2]2[CH:9]=[CH:8][CH:7]=[CH:6][C:3]=2[C:4]#[N:5])=[CH:14][CH:13]=1. The yield is 0.920. (10) The reactants are Cl[C:2]1[N:7]=[C:6]([NH:8][CH:9]2[CH2:11][CH2:10]2)[N:5]=[C:4]([C:12]2[CH:13]=[N:14][CH:15]=[CH:16][CH:17]=2)[C:3]=1[C:18]#[N:19].[SH:20][CH2:21][C:22]([NH2:24])=[O:23].C(=O)([O-])[O-].[Na+].[Na+].[O-]CC.[Na+]. The catalyst is C(O)C. The product is [NH2:19][C:18]1[C:3]2[C:4]([C:12]3[CH:13]=[N:14][CH:15]=[CH:16][CH:17]=3)=[N:5][C:6]([NH:8][CH:9]3[CH2:11][CH2:10]3)=[N:7][C:2]=2[S:20][C:21]=1[C:22]([NH2:24])=[O:23]. The yield is 0.240.